Predict the reactants needed to synthesize the given product. From a dataset of Full USPTO retrosynthesis dataset with 1.9M reactions from patents (1976-2016). The reactants are: [Br:1][C:2]1[CH:3]=[C:4]2[C:9]([NH:10][C@@H:11]3[CH2:16][CH2:15][NH:14][CH2:13][C@H:12]3[CH2:17][CH3:18])=[C:8]([C:19]([NH2:21])=[O:20])[CH:7]=[N:6][N:5]2[CH:22]=1.CCN(C(C)C)C(C)C.[CH3:32][S:33](Cl)(=[O:35])=[O:34]. Given the product [Br:1][C:2]1[CH:3]=[C:4]2[C:9]([NH:10][C@@H:11]3[CH2:16][CH2:15][N:14]([S:33]([CH3:32])(=[O:35])=[O:34])[CH2:13][C@H:12]3[CH2:17][CH3:18])=[C:8]([C:19]([NH2:21])=[O:20])[CH:7]=[N:6][N:5]2[CH:22]=1, predict the reactants needed to synthesize it.